From a dataset of Full USPTO retrosynthesis dataset with 1.9M reactions from patents (1976-2016). Predict the reactants needed to synthesize the given product. (1) Given the product [CH3:3][N:4]1[C:8]2=[C:9]3[CH:15]=[CH:14][N:13]([S:16]([C:19]4[CH:25]=[CH:24][C:22]([CH3:23])=[CH:21][CH:20]=4)(=[O:18])=[O:17])[C:10]3=[N:11][CH:12]=[C:7]2[CH:6]=[N:5]1, predict the reactants needed to synthesize it. The reactants are: [H-].[Na+].[CH3:3][N:4]1[C:8]2=[C:9]3[CH:15]=[CH:14][NH:13][C:10]3=[N:11][CH:12]=[C:7]2[CH:6]=[N:5]1.[S:16](Cl)([C:19]1[CH:25]=[CH:24][C:22]([CH3:23])=[CH:21][CH:20]=1)(=[O:18])=[O:17].O. (2) Given the product [CH2:29]([O:36][C:37]1[CH:42]=[CH:41][C:40]([C:2]2[CH:7]=[CH:6][CH:5]=[C:4]([NH:8][C@H:9]([C:17]([O:19][CH3:20])=[O:18])[CH2:10][C:11]3[CH:16]=[CH:15][CH:14]=[CH:13][CH:12]=3)[CH:3]=2)=[CH:39][CH:38]=1)[C:30]1[CH:35]=[CH:34][CH:33]=[CH:32][CH:31]=1, predict the reactants needed to synthesize it. The reactants are: Br[C:2]1[CH:3]=[C:4]([NH:8][C@H:9]([C:17]([O:19][CH3:20])=[O:18])[CH2:10][C:11]2[CH:16]=[CH:15][CH:14]=[CH:13][CH:12]=2)[CH:5]=[CH:6][CH:7]=1.[F-].[Cs+].COCCOC.[CH2:29]([O:36][C:37]1[CH:42]=[CH:41][C:40](B(O)O)=[CH:39][CH:38]=1)[C:30]1[CH:35]=[CH:34][CH:33]=[CH:32][CH:31]=1. (3) Given the product [CH2:8]([N:15]1[CH2:19][C@H:18]([O:20][S:26]([CH3:25])(=[O:28])=[O:27])[CH2:17][C@H:16]1[C:21]([OH:24])([CH3:22])[CH3:23])[C:9]1[CH:10]=[CH:11][CH:12]=[CH:13][CH:14]=1, predict the reactants needed to synthesize it. The reactants are: C(N(CC)CC)C.[CH2:8]([N:15]1[CH2:19][C@H:18]([OH:20])[CH2:17][C@H:16]1[C:21]([OH:24])([CH3:23])[CH3:22])[C:9]1[CH:14]=[CH:13][CH:12]=[CH:11][CH:10]=1.[CH3:25][S:26](Cl)(=[O:28])=[O:27].